From a dataset of Forward reaction prediction with 1.9M reactions from USPTO patents (1976-2016). Predict the product of the given reaction. Given the reactants I[C:2]1[CH:7]=[C:6]([N+:8]([O-:10])=[O:9])[C:5]([C:11]([F:14])([F:13])[F:12])=[CH:4][C:3]=1[NH:15][S:16]([CH3:19])(=[O:18])=[O:17].[F:20][C:21]([F:32])([F:31])[CH2:22][S:23][CH2:24][C:25]([OH:30])([CH2:28][CH3:29])[C:26]#[CH:27], predict the reaction product. The product is: [CH3:19][S:16]([N:15]1[C:3]2[C:2](=[CH:7][C:6]([N+:8]([O-:10])=[O:9])=[C:5]([C:11]([F:14])([F:13])[F:12])[CH:4]=2)[CH:27]=[C:26]1[C:25]([OH:30])([CH2:28][CH3:29])[CH2:24][S:23][CH2:22][C:21]([F:20])([F:32])[F:31])(=[O:18])=[O:17].